This data is from Forward reaction prediction with 1.9M reactions from USPTO patents (1976-2016). The task is: Predict the product of the given reaction. (1) Given the reactants Br[C:2]1[CH:11]=[CH:10][C:9]2[N:8]=[CH:7][C:6]3[N:12]([CH3:25])[C:13](=[O:24])[N:14]([C:15]4[C:16]([CH3:23])=[N:17][N:18]([CH:20]([CH3:22])[CH3:21])[CH:19]=4)[C:5]=3[C:4]=2[CH:3]=1.C([N:29](C(=O)C)[C:30]1[C:35]([CH2:36][O:37]C(=O)C)=[CH:34][C:33](B2OC(C)(C)C(C)(C)O2)=[CH:32][N:31]=1)(=O)C.[Li+].[OH-], predict the reaction product. The product is: [NH2:29][C:30]1[N:31]=[CH:32][C:33]([C:2]2[CH:11]=[CH:10][C:9]3[N:8]=[CH:7][C:6]4[N:12]([CH3:25])[C:13](=[O:24])[N:14]([C:15]5[C:16]([CH3:23])=[N:17][N:18]([CH:20]([CH3:21])[CH3:22])[CH:19]=5)[C:5]=4[C:4]=3[CH:3]=2)=[CH:34][C:35]=1[CH2:36][OH:37]. (2) Given the reactants F[C:2]1[CH:7]=[CH:6][C:5]([CH2:8][CH2:9][OH:10])=[CH:4][C:3]=1[N+:11]([O-:13])=[O:12].[SH:14][CH2:15][C:16]([OH:18])=[O:17].C(=O)([O-])[O-].[K+].[K+].CN(C=O)C, predict the reaction product. The product is: [OH:10][CH2:9][CH2:8][C:5]1[CH:6]=[CH:7][C:2]([S:14][CH2:15][C:16]([OH:18])=[O:17])=[C:3]([N+:11]([O-:13])=[O:12])[CH:4]=1. (3) Given the reactants [CH3:1][N:2]1[CH2:18][CH2:17][C:5]2[N:6]([CH2:14][CH2:15][NH2:16])[C:7]3[CH:8]=[CH:9][C:10]([CH3:13])=[CH:11][C:12]=3[C:4]=2[CH2:3]1.[C:19](O)(=[O:23])[CH:20]([CH3:22])[CH3:21].C1(N=C=NC2CCCCC2)CCCCC1, predict the reaction product. The product is: [CH3:1][N:2]1[CH2:18][CH2:17][C:5]2[N:6]([CH2:14][CH2:15][NH:16][C:19](=[O:23])[CH:20]([CH3:22])[CH3:21])[C:7]3[CH:8]=[CH:9][C:10]([CH3:13])=[CH:11][C:12]=3[C:4]=2[CH2:3]1. (4) The product is: [NH2:21][C:22]1[NH:29][C:17]([CH3:18])=[C:12]([C:13]([O:15][CH3:16])=[O:14])[CH:11]([C:7]2[CH:6]=[C:5]3[C:10](=[CH:9][CH:8]=2)[O:1][CH2:2][CH2:3][CH2:4]3)[C:23]=1[C:24]([O:26][CH2:27][CH3:28])=[O:25]. Given the reactants [O:1]1[C:10]2[C:5](=[CH:6][C:7]([CH:11]=[C:12]([C:17](=O)[CH3:18])[C:13]([O:15][CH3:16])=[O:14])=[CH:8][CH:9]=2)[CH2:4][CH2:3][CH2:2]1.Cl.[NH2:21][C:22]([NH2:29])=[CH:23][C:24]([O:26][CH2:27][CH3:28])=[O:25].CN1CCOCC1, predict the reaction product. (5) Given the reactants FC(F)(F)S(O[C:7]1[C@@:11]2([CH3:27])[CH2:12][CH2:13][C@H:14]3[C@H:23]([C@@H:10]2[CH2:9][CH:8]=1)[CH2:22][CH:21]=[C:20]1[C@:15]3([CH3:26])[CH2:16][CH2:17][C:18](=[O:25])[N:19]1[CH3:24])(=O)=O.C(B(CC)[C:33]1[CH:34]=[N:35][CH:36]=[CH:37][CH:38]=1)C.C(=O)([O-])[O-].[Na+].[Na+], predict the reaction product. The product is: [CH3:24][N:19]1[C:20]2[C@@:15]([CH3:26])([C@H:14]3[CH2:13][CH2:12][C@@:11]4([CH3:27])[C@@H:10]([CH2:9][CH:8]=[C:7]4[C:33]4[CH:34]=[N:35][CH:36]=[CH:37][CH:38]=4)[C@@H:23]3[CH2:22][CH:21]=2)[CH2:16][CH2:17][C:18]1=[O:25]. (6) The product is: [C:13]([CH2:15][C:16]([NH:12][C:10]([NH:9][C:3]1[CH:4]=[CH:5][C:6]([I:8])=[CH:7][C:2]=1[F:1])=[O:11])=[O:17])#[N:14]. Given the reactants [F:1][C:2]1[CH:7]=[C:6]([I:8])[CH:5]=[CH:4][C:3]=1[NH:9][C:10]([NH2:12])=[O:11].[C:13]([CH2:15][C:16](O)=[O:17])#[N:14].CS(Cl)(=O)=O.O.C(O)(C)C, predict the reaction product. (7) Given the reactants C([O:9][C@@H:10]1[C@@H:38]([O:39]C(=O)C2C=CC=CC=2)[C@H:37]([O:48]C(=O)C2C=CC=CC=2)[C@@H:36]([C@@H:57]([CH3:67])[O:58]C(=O)C2C=CC=CC=2)[O:35][C@H:11]1[O:12][C:13]1[CH:18]=[C:17]([CH2:19][O:20]C(=O)C)[CH:16]=[CH:15][C:14]=1[CH2:24][C:25]1[CH:30]=[CH:29][C:28]([O:31][CH:32]([CH3:34])[CH3:33])=[CH:27][CH:26]=1)(=O)C1C=CC=CC=1.C(=O)([O-])[O-].[K+].[K+], predict the reaction product. The product is: [O:12]([C:13]1[CH:18]=[C:17]([CH2:19][OH:20])[CH:16]=[CH:15][C:14]=1[CH2:24][C:25]1[CH:26]=[CH:27][C:28]([O:31][CH:32]([CH3:34])[CH3:33])=[CH:29][CH:30]=1)[C@@H:11]1[O:35][C@H:36]([C@@H:57]([CH3:67])[OH:58])[C@@H:37]([OH:48])[C@H:38]([OH:39])[C@H:10]1[OH:9]. (8) Given the reactants [NH2:1][C:2]1[CH:3]=[CH:4][C:5]([F:21])=[C:6]([C@:8]2([CH3:20])[C@H:13]3[C:14]([F:18])([F:17])[CH2:15][CH2:16][C@H:12]3[O:11][C:10]([NH2:19])=[N:9]2)[CH:7]=1.[C:22]([C:24]1[N:25]=[CH:26][C:27]([C:30](O)=[O:31])=[N:28][CH:29]=1)#[N:23], predict the reaction product. The product is: [NH2:19][C:10]1[O:11][C@@H:12]2[CH2:16][CH2:15][C:14]([F:17])([F:18])[C@@H:13]2[C@:8]([C:6]2[CH:7]=[C:2]([NH:1][C:30]([C:27]3[CH:26]=[N:25][C:24]([C:22]#[N:23])=[CH:29][N:28]=3)=[O:31])[CH:3]=[CH:4][C:5]=2[F:21])([CH3:20])[N:9]=1.